The task is: Predict the reactants needed to synthesize the given product.. This data is from Full USPTO retrosynthesis dataset with 1.9M reactions from patents (1976-2016). (1) Given the product [N+:20]([C:17]1[CH:18]=[CH:19][C:14]([C:6]([P:4](=[O:5])([O:10][CH2:11][CH3:12])[O:3][CH2:2][CH3:1])([F:8])[F:7])=[CH:15][CH:16]=1)([O-:22])=[O:21], predict the reactants needed to synthesize it. The reactants are: [CH3:1][CH2:2][O:3][P:4]([O:10][CH2:11][CH3:12])([C:6](Br)([F:8])[F:7])=[O:5].I[C:14]1[CH:19]=[CH:18][C:17]([N+:20]([O-:22])=[O:21])=[CH:16][CH:15]=1.CCOCC. (2) Given the product [CH2:6]([O:8][C:9](=[O:17])[C:10]1[CH:15]=[CH:14][C:13]([NH:16][C:1](=[O:4])[CH:2]=[CH2:3])=[CH:12][CH:11]=1)[CH3:7], predict the reactants needed to synthesize it. The reactants are: [C:1](Cl)(=[O:4])[CH:2]=[CH2:3].[CH2:6]([O:8][C:9](=[O:17])[C:10]1[CH:15]=[CH:14][C:13]([NH2:16])=[CH:12][CH:11]=1)[CH3:7].C(N(CC)CC)C.